This data is from Forward reaction prediction with 1.9M reactions from USPTO patents (1976-2016). The task is: Predict the product of the given reaction. (1) Given the reactants Cl[CH2:2][C:3]([NH:5][CH2:6][CH2:7][C:8]1[CH:13]=[CH:12][CH:11]=[CH:10][CH:9]=1)=[O:4].[CH2:14]([NH:21][CH2:22][CH:23]([O:26][CH3:27])[O:24][CH3:25])[C:15]1[CH:20]=[CH:19][CH:18]=[CH:17][CH:16]=1, predict the reaction product. The product is: [CH3:27][O:26][CH:23]([O:24][CH3:25])[CH2:22][N:21]([CH2:14][C:15]1[CH:20]=[CH:19][CH:18]=[CH:17][CH:16]=1)[CH2:2][C:3]([NH:5][CH2:6][CH2:7][C:8]1[CH:13]=[CH:12][CH:11]=[CH:10][CH:9]=1)=[O:4]. (2) The product is: [CH2:32]([CH:27]([CH2:28][CH2:29][CH2:30][CH3:31])[CH2:26][O:25][C:14]1[CH:13]=[C:8]([CH:7]=[C:6]([O:5][CH2:4][CH:3]([CH2:1][CH3:2])[CH2:34][CH2:35][CH2:36][CH3:37])[C:15]=1[O:16][CH2:17][CH:18]([CH2:23][CH3:24])[CH2:19][CH2:20][CH2:21][CH3:22])[C:9]([OH:11])=[O:10])[CH3:33]. Given the reactants [CH2:1]([CH:3]([CH2:34][CH2:35][CH2:36][CH3:37])[CH2:4][O:5][C:6]1[CH:7]=[C:8]([CH:13]=[C:14]([O:25][CH2:26][CH:27]([CH2:32][CH3:33])[CH2:28][CH2:29][CH2:30][CH3:31])[C:15]=1[O:16][CH2:17][CH:18]([CH2:23][CH3:24])[CH2:19][CH2:20][CH2:21][CH3:22])[C:9]([O:11]C)=[O:10])[CH3:2].[OH-].[K+].Cl, predict the reaction product. (3) Given the reactants [N:1]#N.C(OC(=O)N[CH2:10][CH:11]1[CH2:16][CH2:15][CH:14]([N:17]([C:33]([C:35]2[S:36][C:37]3[C:44]([F:45])=[CH:43][CH:42]=[C:41]([F:46])[C:38]=3[C:39]=2[Cl:40])=[O:34])[CH2:18][C:19]2[CH:24]=[C:23]([C:25]3[CH:30]=[CH:29][N:28]=[CH:27][CH:26]=3)[CH:22]=[CH:21][C:20]=2[O:31][CH3:32])[CH2:13][CH2:12]1)(C)(C)C.Cl, predict the reaction product. The product is: [CH3:32][O:31][C:20]1[CH:21]=[CH:22][C:23]([C:25]2[CH:30]=[CH:29][N:28]=[CH:27][CH:26]=2)=[CH:24][C:19]=1[CH2:18][N:17]([C:14]1([NH2:1])[CH2:13][CH2:12][CH:11]([CH3:10])[CH2:16][CH2:15]1)[C:33]([C:35]1[S:36][C:37]2[C:44]([F:45])=[CH:43][CH:42]=[C:41]([F:46])[C:38]=2[C:39]=1[Cl:40])=[O:34]. (4) The product is: [OH:10][C:9]1[CH:8]=[C:7]([CH3:11])[NH:6][C:5](=[O:12])[C:4]=1[C:1](=[O:3])[CH:2]=[CH:25][C:24]1[CH:27]=[CH:28][CH:29]=[C:22]([O:21][CH2:20][CH2:19][N:16]2[CH2:17][CH2:18][O:13][CH2:14][CH2:15]2)[CH:23]=1. Given the reactants [C:1]([C:4]1[C:5](=[O:12])[NH:6][C:7]([CH3:11])=[CH:8][C:9]=1[OH:10])(=[O:3])[CH3:2].[O:13]1[CH2:18][CH2:17][N:16]([CH2:19][CH2:20][O:21][C:22]2[CH:23]=[C:24]([CH:27]=[CH:28][CH:29]=2)[CH:25]=O)[CH2:15][CH2:14]1, predict the reaction product. (5) Given the reactants S([O-])([O-])(=O)=O.[Na+].[Na+].[OH-].[K+].[N:10](=[C:12]([C:33]1[CH:38]=[CH:37][CH:36]=[CH:35][CH:34]=1)[C:13]1[CH:32]=[CH:31][C:16]([CH2:17][O:18][CH2:19][CH2:20][NH:21][C:22]([NH:24][C:25]2[CH:30]=[CH:29][CH:28]=[CH:27][CH:26]=2)=[O:23])=[CH:15][CH:14]=1)[NH2:11], predict the reaction product. The product is: [N+:10](=[C:12]([C:33]1[CH:38]=[CH:37][CH:36]=[CH:35][CH:34]=1)[C:13]1[CH:14]=[CH:15][C:16]([CH2:17][O:18][CH2:19][CH2:20][NH:21][C:22]([NH:24][C:25]2[CH:30]=[CH:29][CH:28]=[CH:27][CH:26]=2)=[O:23])=[CH:31][CH:32]=1)=[N-:11]. (6) Given the reactants [C:1]([C:9]1[CH:13]=[C:12]([C:14]2[CH:19]=[CH:18][CH:17]=[CH:16][CH:15]=2)[S:11][C:10]=1[NH:20]C(=O)C)(=[O:8])[C:2]1[CH:7]=[CH:6][CH:5]=[CH:4][CH:3]=1.[OH-].[Na+].[NH4+].[Cl-], predict the reaction product. The product is: [NH2:20][C:10]1[S:11][C:12]([C:14]2[CH:19]=[CH:18][CH:17]=[CH:16][CH:15]=2)=[CH:13][C:9]=1[C:1]([C:2]1[CH:7]=[CH:6][CH:5]=[CH:4][CH:3]=1)=[O:8].